From a dataset of Forward reaction prediction with 1.9M reactions from USPTO patents (1976-2016). Predict the product of the given reaction. (1) Given the reactants COCCOC.Br[C:8]1[C:9]([N:28]2[CH2:32][CH2:31][C@@H:30]([OH:33])[CH2:29]2)=[N:10][CH:11]=[C:12]([CH:27]=1)[C:13]([NH:15][C:16]1[CH:21]=[CH:20][C:19]([O:22][C:23]([F:26])([F:25])[F:24])=[CH:18][CH:17]=1)=[O:14].[NH:34]1[CH:38]=[CH:37][C:36](B(O)O)=[N:35]1.C([O-])([O-])=O.[Na+].[Na+], predict the reaction product. The product is: [OH:33][C@@H:30]1[CH2:31][CH2:32][N:28]([C:9]2[C:8]([C:38]3[CH:37]=[CH:36][NH:35][N:34]=3)=[CH:27][C:12]([C:13]([NH:15][C:16]3[CH:21]=[CH:20][C:19]([O:22][C:23]([F:26])([F:25])[F:24])=[CH:18][CH:17]=3)=[O:14])=[CH:11][N:10]=2)[CH2:29]1. (2) Given the reactants C(O[C:9]1[C:14]([F:15])=[C:13]([O:16]CC2C=CC=CC=2)[CH:12]=[CH:11][C:10]=1[NH:24][C:25](=[O:38])[C:26]1[CH:31]=[CH:30][C:29]([O:32][CH2:33][CH:34]2[CH2:36][CH2:35]2)=[C:28]([F:37])[CH:27]=1)C1C=CC=CC=1, predict the reaction product. The product is: [CH:34]1([CH2:33][O:32][C:29]2[CH:30]=[CH:31][C:26]([C:25]3[O:38][C:9]4[C:14]([F:15])=[C:13]([OH:16])[CH:12]=[CH:11][C:10]=4[N:24]=3)=[CH:27][C:28]=2[F:37])[CH2:36][CH2:35]1.